Dataset: Peptide-MHC class I binding affinity with 185,985 pairs from IEDB/IMGT. Task: Regression. Given a peptide amino acid sequence and an MHC pseudo amino acid sequence, predict their binding affinity value. This is MHC class I binding data. (1) The peptide sequence is HPKLRPILL. The MHC is HLA-A11:01 with pseudo-sequence HLA-A11:01. The binding affinity (normalized) is 0.0847. (2) The peptide sequence is EKFFPSSSY. The MHC is HLA-B15:01 with pseudo-sequence HLA-B15:01. The binding affinity (normalized) is 0.351. (3) The peptide sequence is LIDLQELGKY. The MHC is HLA-A23:01 with pseudo-sequence HLA-A23:01. The binding affinity (normalized) is 0.